This data is from Catalyst prediction with 721,799 reactions and 888 catalyst types from USPTO. The task is: Predict which catalyst facilitates the given reaction. (1) Reactant: C(O[C:9]([N:11]1[CH2:16][CH2:15][N:14]([C:17](=[O:25])[C@H:18]([OH:24])[CH2:19][C:20]([O:22][CH3:23])=[O:21])[CH2:13][CH2:12]1)=O)C1C=CC=CC=1.ClC1[C:36]2[C:31](=[CH:32][C:33]([CH3:37])=[CH:34][CH:35]=2)[N:30]=[C:29]([C:38]2[CH:43]=[CH:42][CH:41]=[CH:40][C:39]=2[OH:44])[N:28]=1.C(N(CC)CC)C. Product: [OH:24][C@@H:18]([C:17]([N:14]1[CH2:13][CH2:12][N:11]([C:9]2[C:36]3[C:31](=[CH:32][C:33]([CH3:37])=[CH:34][CH:35]=3)[N:30]=[C:29]([C:38]3[CH:43]=[CH:42][CH:41]=[CH:40][C:39]=3[OH:44])[N:28]=2)[CH2:16][CH2:15]1)=[O:25])[CH2:19][C:20]([O:22][CH3:23])=[O:21]. The catalyst class is: 43. (2) Reactant: S1C=CN=C1.[CH3:6][N:7]1[C@H:11]2[C@@H:12]([C:22]3[S:26][C:25]([C:27]4[CH:28]=[CH:29][CH:30]=[CH:31][CH:32]=4)=[CH:24][N:23]=3)[C@@H:13]([C:15]3[CH:16]=[CH:17][C:18]([Cl:21])=[CH:19][CH:20]=3)[CH2:14][C@@H:8]1[CH2:9][CH2:10]2. Product: [ClH:21].[Cl:21][C:18]1[CH:17]=[CH:16][C:15]([C@H:13]2[CH2:14][C@H:8]3[N:7]([CH3:6])[C@H:11]([CH2:10][CH2:9]3)[C@H:12]2[C:22]2[S:26][C:25]([C:27]3[CH:32]=[CH:31][CH:30]=[CH:29][CH:28]=3)=[CH:24][N:23]=2)=[CH:20][CH:19]=1. The catalyst class is: 5. (3) Reactant: [CH:1]([N:4]1[CH:12]=[C:11]2[C:6]([CH:7]=[C:8]([C:15]([O:17][CH2:18][CH3:19])=[O:16])[CH:9]=[C:10]2[O:13]C)=[N:5]1)([CH3:3])[CH3:2].B(Br)(Br)Br. Product: [OH:13][C:10]1[C:11]2[C:6]([CH:7]=[C:8]([C:15]([O:17][CH2:18][CH3:19])=[O:16])[CH:9]=1)=[N:5][N:4]([CH:1]([CH3:2])[CH3:3])[CH:12]=2. The catalyst class is: 4. (4) Reactant: O[C:2]([CH:16]1[CH2:21][CH2:20][O:19][CH2:18][CH2:17]1)([CH:6]([CH:10]1[CH2:15][CH2:14][O:13][CH2:12][CH2:11]1)[C:7]([OH:9])=[O:8])[C:3]([OH:5])=O. Product: [O:13]1[CH2:14][CH2:15][CH:10]([C:6]2[C:7](=[O:9])[O:8][C:3](=[O:5])[C:2]=2[CH:16]2[CH2:21][CH2:20][O:19][CH2:18][CH2:17]2)[CH2:11][CH2:12]1. The catalyst class is: 152. (5) Reactant: C[O:2][C:3](=O)[CH:4]([C:14]1[CH:19]=[C:18]([O:20][CH3:21])[C:17]([O:22][CH2:23][C:24]2[CH:29]=[CH:28][CH:27]=[CH:26][CH:25]=2)=[CH:16][C:15]=1[N+:30]([O-:32])=[O:31])[NH:5][C:6]1[CH:11]=[CH:10][C:9]([C:12]#[N:13])=[CH:8][CH:7]=1.[BH4-].[Li+]. Product: [CH2:23]([O:22][C:17]1[C:18]([O:20][CH3:21])=[CH:19][C:14]([CH:4]([NH:5][C:6]2[CH:7]=[CH:8][C:9]([C:12]#[N:13])=[CH:10][CH:11]=2)[CH2:3][OH:2])=[C:15]([N+:30]([O-:32])=[O:31])[CH:16]=1)[C:24]1[CH:25]=[CH:26][CH:27]=[CH:28][CH:29]=1. The catalyst class is: 216. (6) Reactant: FC(F)(F)C(O)=O.[NH2:8][C:9]1[CH:14]=[C:13]([CH2:15][C@H:16]2[C:19](=[O:20])[N:18]([C:21](=[O:36])[NH:22][C@@H:23]([C:25]3[CH:35]=[CH:34][C:28]4[O:29][C:30]([F:33])([F:32])[O:31][C:27]=4[CH:26]=3)[CH3:24])[C@@H:17]2[C:37]([OH:39])=[O:38])[CH:12]=[CH:11][N:10]=1.Cl[Si](C)(C)C.C(N(CC)C(C)C)(C)C.[N+](C1C=CC([O:61][C:62]([O:64][CH2:65][O:66][C:67](=[O:71])[CH:68]([CH3:70])[CH3:69])=O)=CC=1)([O-])=O. Product: [F:32][C:30]1([F:33])[O:29][C:28]2[CH:34]=[CH:35][C:25]([C@H:23]([NH:22][C:21]([N:18]3[C:19](=[O:20])[C@H:16]([CH2:15][C:13]4[CH:12]=[CH:11][N:10]=[C:9]([NH:8][C:62]([O:64][CH2:65][O:66][C:67](=[O:71])[CH:68]([CH3:70])[CH3:69])=[O:61])[CH:14]=4)[C@H:17]3[C:37]([OH:39])=[O:38])=[O:36])[CH3:24])=[CH:26][C:27]=2[O:31]1. The catalyst class is: 2.